From a dataset of Reaction yield outcomes from USPTO patents with 853,638 reactions. Predict the reaction yield, written as a fraction of the theoretical maximum amount of product (1.0 means a 100% yield; for example, 0.34 means a 34% yield). (1) The reactants are [F:1][C:2]([F:13])([F:12])[C:3]1[CH:4]=[C:5]([CH:9]=[CH:10][CH:11]=1)[C:6]([OH:8])=O.S(Cl)(Cl)=O.C1(C)C=CC=CC=1.[NH2:25][C:26]1[CH:27]=[C:28]([CH:45]=[CH:46][CH:47]=1)[O:29][C:30]1[CH:44]=[CH:43][C:33]2[N:34]=[C:35]([NH:37][C:38]([CH:40]3[CH2:42][CH2:41]3)=[O:39])[S:36][C:32]=2[CH:31]=1. The catalyst is CN(C)C1C=CN=CC=1.N1C=CC=CC=1. The product is [CH:40]1([C:38]([NH:37][C:35]2[S:36][C:32]3[CH:31]=[C:30]([O:29][C:28]4[CH:27]=[C:26]([NH:25][C:6](=[O:8])[C:5]5[CH:9]=[CH:10][CH:11]=[C:3]([C:2]([F:1])([F:13])[F:12])[CH:4]=5)[CH:47]=[CH:46][CH:45]=4)[CH:44]=[CH:43][C:33]=3[N:34]=2)=[O:39])[CH2:41][CH2:42]1. The yield is 0.760. (2) The reactants are [O:1]=[CH:2][C:3]([C:5]1[CH:14]=[CH:13][C:8]([C:9]([O:11][CH3:12])=[O:10])=[CH:7][CH:6]=1)=[O:4].C([O-])([O-])[O:16][CH2:17][CH3:18].[C:21]1(C)C=CC=C[CH:22]=1. The catalyst is O.C1(C)C=CC(S(O)(=O)=O)=CC=1. The product is [CH2:21]([O:1][CH:2]([O:16][CH2:17][CH3:18])[C:3]([C:5]1[CH:14]=[CH:13][C:8]([C:9]([O:11][CH3:12])=[O:10])=[CH:7][CH:6]=1)=[O:4])[CH3:22]. The yield is 0.820. (3) The reactants are C[O:2][C:3](=[O:20])[CH:4]([C:11]1[CH:16]=[CH:15][CH:14]=[C:13]([N+:17]([O-:19])=[O:18])[CH:12]=1)[CH2:5][CH:6]1[CH2:10][CH2:9][CH2:8][CH2:7]1.[OH-].[Li+]. The catalyst is O1CCCC1.O. The product is [CH:6]1([CH2:5][CH:4]([C:11]2[CH:16]=[CH:15][CH:14]=[C:13]([N+:17]([O-:19])=[O:18])[CH:12]=2)[C:3]([OH:20])=[O:2])[CH2:10][CH2:9][CH2:8][CH2:7]1. The yield is 0.919. (4) The reactants are C(OC([C:6]1[C:7]([Cl:17])=[N:8][N:9]2[C:14]([OH:15])=[CH:13][C:12]([CH3:16])=[N:11][C:10]=12)=O)C. The catalyst is Br. The product is [Cl:17][C:7]1[CH:6]=[C:10]2[N:11]=[C:12]([CH3:16])[CH:13]=[C:14]([OH:15])[N:9]2[N:8]=1. The yield is 0.610.